This data is from Catalyst prediction with 721,799 reactions and 888 catalyst types from USPTO. The task is: Predict which catalyst facilitates the given reaction. (1) Reactant: [CH:1]1([N:5]2[CH2:14][CH2:13][C:12]3[C:7](=[CH:8][C:9]([N+:15]([O-])=O)=[CH:10][CH:11]=3)[CH2:6]2)[CH2:4][CH2:3][CH2:2]1. Product: [CH:1]1([N:5]2[CH2:14][CH2:13][C:12]3[C:7](=[CH:8][C:9]([NH2:15])=[CH:10][CH:11]=3)[CH2:6]2)[CH2:4][CH2:3][CH2:2]1. The catalyst class is: 19. (2) Reactant: C(OC([N:8]1[CH2:12][CH2:11][C@@H:10]([NH:13][CH2:14][C:15]2[CH:20]=[CH:19][CH:18]=[CH:17][CH:16]=2)[CH2:9]1)=O)(C)(C)C.[ClH:21]. Product: [ClH:21].[ClH:21].[CH2:14]([NH:13][CH:10]1[CH2:11][CH2:12][NH:8][CH2:9]1)[C:15]1[CH:16]=[CH:17][CH:18]=[CH:19][CH:20]=1. The catalyst class is: 13. (3) Reactant: [Cl:1][C:2]1[CH:3]=[C:4]2[C:9](=[CH:10][C:11]=1[O:12][C:13]1[CH:18]=[CH:17][C:16]([C:19](=[O:32])[NH:20][CH2:21][CH:22]([C:24]3[CH:29]=[CH:28][C:27]([Cl:30])=[CH:26][C:25]=3Cl)[F:23])=[CH:15][CH:14]=1)[O:8][CH2:7][CH2:6][CH:5]2[C:33]([O:35]CC)=[O:34].[OH-].[Na+]. Product: [Cl:1][C:2]1[CH:3]=[C:4]2[C:9](=[CH:10][C:11]=1[O:12][C:13]1[CH:18]=[CH:17][C:16]([C:19](=[O:32])[NH:20][CH2:21][CH:22]([C:24]3[CH:25]=[CH:26][C:27]([Cl:30])=[CH:28][CH:29]=3)[F:23])=[CH:15][CH:14]=1)[O:8][CH2:7][CH2:6][CH:5]2[C:33]([OH:35])=[O:34]. The catalyst class is: 219. (4) Product: [CH2:29]([N:32]1[CH2:37][CH2:36][O:35][C:34]2[CH:38]=[CH:39][C:40]([C:15]3[N:10]4[N:9]=[C:8]([C:4]5[CH:5]=[CH:6][CH:7]=[C:2]([Br:1])[CH:3]=5)[CH:28]=[C:11]4[N:12]=[C:13]([CH3:27])[C:14]=3[C@H:17]([O:22][C:23]([CH3:26])([CH3:25])[CH3:24])[C:18]([O:20][CH3:21])=[O:19])=[C:41]([Cl:42])[C:33]1=2)[CH:30]=[CH2:31]. Reactant: [Br:1][C:2]1[CH:3]=[C:4]([C:8]2[CH:28]=[C:11]3[N:12]=[C:13]([CH3:27])[C:14]([C@H:17]([O:22][C:23]([CH3:26])([CH3:25])[CH3:24])[C:18]([O:20][CH3:21])=[O:19])=[C:15](I)[N:10]3[N:9]=2)[CH:5]=[CH:6][CH:7]=1.[CH2:29]([N:32]1[CH2:37][CH2:36][O:35][C:34]2[CH:38]=[CH:39][C:40](B3OC(C)(C)C(C)(C)O3)=[C:41]([Cl:42])[C:33]1=2)[CH:30]=[CH2:31].C([O-])([O-])=O.[Na+].[Na+]. The catalyst class is: 128. (5) Reactant: [CH:1]1([C:4](Cl)=[O:5])[CH2:3][CH2:2]1.Cl.[NH2:8][CH2:9][C:10]1[CH:15]=[CH:14][C:13]([C:16]([N:18]2[CH2:27][C:26]3[CH:25]=[N:24][N:23]([CH3:28])[C:22]=3[NH:21][C:20]3[CH:29]=[C:30]([Cl:33])[CH:31]=[CH:32][C:19]2=3)=[O:17])=[CH:12][C:11]=1[Cl:34].CC1C=C2N=C3C(=NC(NC3=O)=O)N(C[C@H](O)[C@H](O)[C@H](O)COP([O-])(O)=O)C2=CC=1C.[Na+].CCN(C(C)C)C(C)C. Product: [Cl:34][C:11]1[CH:12]=[C:13]([C:16]([N:18]2[CH2:27][C:26]3[CH:25]=[N:24][N:23]([CH3:28])[C:22]=3[NH:21][C:20]3[CH:29]=[C:30]([Cl:33])[CH:31]=[CH:32][C:19]2=3)=[O:17])[CH:14]=[CH:15][C:10]=1[CH2:9][NH:8][C:4]([CH:1]1[CH2:3][CH2:2]1)=[O:5]. The catalyst class is: 4. (6) Reactant: [CH3:1][O:2][C:3]1[CH:4]=[C:5]([O:21][C:22]2[CH:23]=[N:24][C:25]([CH2:28][O:29][CH3:30])=[CH:26][CH:27]=2)[CH:6]=[C:7]2[C:11]=1[NH:10][C:9]([C:12]1[S:13][CH:14]([CH2:17][C:18]([OH:20])=O)[CH2:15][N:16]=1)=[CH:8]2.Cl.C([N:34]=C=NCCCN(C)C)C.O.ON1C2C=CC=CC=2N=N1.[OH-].[NH4+]. Product: [CH3:1][O:2][C:3]1[CH:4]=[C:5]([O:21][C:22]2[CH:23]=[N:24][C:25]([CH2:28][O:29][CH3:30])=[CH:26][CH:27]=2)[CH:6]=[C:7]2[C:11]=1[NH:10][C:9]([C:12]1[S:13][CH:14]([CH2:17][C:18]([NH2:34])=[O:20])[CH2:15][N:16]=1)=[CH:8]2. The catalyst class is: 9. (7) Reactant: O=P12OP3(OP(OP(O3)(O1)=O)(=O)O2)=O.CO[CH:17]([O:32]C)[CH2:18][NH:19][C:20](=O)[C:21]1[CH:26]=[CH:25][C:24]([N+:27]([O-:29])=[O:28])=[C:23]([F:30])[CH:22]=1. Product: [F:30][C:23]1[CH:22]=[C:21]([C:20]2[O:32][CH:17]=[CH:18][N:19]=2)[CH:26]=[CH:25][C:24]=1[N+:27]([O-:29])=[O:28]. The catalyst class is: 501.